From a dataset of Full USPTO retrosynthesis dataset with 1.9M reactions from patents (1976-2016). Predict the reactants needed to synthesize the given product. (1) Given the product [C:47]([C:41]1[CH:42]=[C:43]([CH:44]([CH3:46])[CH3:45])[C:37]2[O:36][C:35]([C:32]3[CH:33]=[CH:34][C:29]([C:28]([NH:27][CH2:26][C:25]4[CH:50]=[CH:51][C:22]([C:12]5[CH:13]=[C:14]([CH3:17])[CH:15]=[CH:16][C:11]=5[O:10][CH:7]([CH3:9])[CH3:8])=[CH:23][CH:24]=4)=[O:49])=[CH:30][CH:31]=3)=[N:39][C:38]=2[CH:40]=1)#[N:48], predict the reactants needed to synthesize it. The reactants are: C(=O)([O-])[O-].[Na+].[Na+].[CH:7]([O:10][C:11]1[CH:16]=[CH:15][C:14]([CH3:17])=[CH:13][C:12]=1B(O)O)([CH3:9])[CH3:8].Br[C:22]1[CH:51]=[CH:50][C:25]([CH2:26][NH:27][C:28](=[O:49])[C:29]2[CH:34]=[CH:33][C:32]([C:35]3[O:36][C:37]4[C:43]([CH:44]([CH3:46])[CH3:45])=[CH:42][C:41]([C:47]#[N:48])=[CH:40][C:38]=4[N:39]=3)=[CH:31][CH:30]=2)=[CH:24][CH:23]=1.O. (2) Given the product [C:5]([O:12][C:28](=[O:30])/[CH:29]=[CH:26]/[CH:27]=[CH:18]/[CH3:19])(=[O:11])/[CH:6]=[CH:7]/[CH:8]=[CH:9]/[CH3:10], predict the reactants needed to synthesize it. The reactants are: C(Cl)(Cl)=O.[C:5]([OH:12])(=[O:11])/[CH:6]=[CH:7]/[CH:8]=[CH:9]/[CH3:10].C(N([CH2:18][CH3:19])CC)C.Cl.C(N([CH2:26][CH3:27])CC)C.[C:28](OCC)(=[O:30])[CH3:29]. (3) Given the product [CH:13]([NH:5][CH2:2][C:3]([N:5]1[C:13]2[C:8](=[CH:9][C:10]([O:14][CH2:15][C:16]3[S:17][C:18]([C:27]([F:30])([F:29])[F:28])=[C:19]([C:21]4[CH:26]=[CH:25][CH:24]=[CH:23][CH:22]=4)[CH:20]=3)=[CH:11][CH:12]=2)[CH2:7][CH2:6]1)=[O:4])([CH3:8])[CH3:12], predict the reactants needed to synthesize it. The reactants are: Cl[CH2:2][C:3]([N:5]1[C:13]2[C:8](=[CH:9][C:10]([O:14][CH2:15][C:16]3[S:17][C:18]([C:27]([F:30])([F:29])[F:28])=[C:19]([C:21]4[CH:26]=[CH:25][CH:24]=[CH:23][CH:22]=4)[CH:20]=3)=[CH:11][CH:12]=2)[CH2:7][CH2:6]1)=[O:4]. (4) The reactants are: [CH2:1]([NH:8][CH:9]([CH2:12][CH3:13])[CH2:10][CH3:11])[C:2]1[CH:7]=[CH:6][CH:5]=[CH:4][CH:3]=1.[Br:14][CH2:15][C:16](Br)=[O:17].CCN(CC)CC. Given the product [CH2:1]([N:8]([CH:9]([CH2:12][CH3:13])[CH2:10][CH3:11])[C:16](=[O:17])[CH2:15][Br:14])[C:2]1[CH:7]=[CH:6][CH:5]=[CH:4][CH:3]=1, predict the reactants needed to synthesize it. (5) The reactants are: CC[O-].[Na+].Cl.[F:6][C:7]1[CH:15]=[CH:14][CH:13]=[C:12]([F:16])[C:8]=1[C:9](=[NH:11])[NH2:10].[C:17]([OH:25])(=[O:24])/[C:18](=[C:20](\[CH:22]=O)/[Br:21])/Br. Given the product [Br:21][C:20]1[C:18]([C:17]([OH:25])=[O:24])=[N:11][C:9]([C:8]2[C:7]([F:6])=[CH:15][CH:14]=[CH:13][C:12]=2[F:16])=[N:10][CH:22]=1, predict the reactants needed to synthesize it. (6) The reactants are: [NH2:1][CH2:2][CH2:3][CH2:4][CH2:5][C:6]([CH3:15])([C:9]1[CH:14]=[CH:13][CH:12]=[CH:11][CH:10]=1)[CH2:7][OH:8].CC1C=CC(S(O)(=O)=O)=CC=1.O.[O:28]1[CH:33]=[CH:32][CH2:31][CH2:30][CH2:29]1.C([O-])([O-])=O.[K+].[K+]. Given the product [CH3:15][C:6]([C:9]1[CH:10]=[CH:11][CH:12]=[CH:13][CH:14]=1)([CH2:7][O:8][CH:29]1[CH2:30][CH2:31][CH2:32][CH2:33][O:28]1)[CH2:5][CH2:4][CH2:3][CH2:2][NH2:1], predict the reactants needed to synthesize it.